This data is from Peptide-MHC class II binding affinity with 134,281 pairs from IEDB. The task is: Regression. Given a peptide amino acid sequence and an MHC pseudo amino acid sequence, predict their binding affinity value. This is MHC class II binding data. (1) The peptide sequence is RNITGTSSTPEAVSL. The MHC is HLA-DPA10103-DPB10401 with pseudo-sequence HLA-DPA10103-DPB10401. The binding affinity (normalized) is 0.0743. (2) The peptide sequence is TKKGNVWEVKSSKPLVGPFN. The MHC is DRB1_0802 with pseudo-sequence DRB1_0802. The binding affinity (normalized) is 0.812.